Dataset: Catalyst prediction with 721,799 reactions and 888 catalyst types from USPTO. Task: Predict which catalyst facilitates the given reaction. (1) Reactant: [Cl:1][C:2]1[C:3]([C:10]([OH:12])=[O:11])=[N:4][CH:5]=[C:6]([C:8]#[N:9])[CH:7]=1.[NH2:13][OH:14]. Product: [Cl:1][C:2]1[C:3]([C:10]([OH:12])=[O:11])=[N:4][CH:5]=[C:6]([C:8](=[N:13][OH:14])[NH2:9])[CH:7]=1. The catalyst class is: 8. (2) Reactant: [C:1]([C:3]1[C:4]([C:21]2[CH:26]=[CH:25][C:24]([Cl:27])=[CH:23][C:22]=2[Cl:28])=[C:5]([C:15](N(OC)C)=[O:16])[S:6][C:7]=1[C:8]1[CH:13]=[CH:12][N:11]=[C:10]([F:14])[CH:9]=1)#[N:2].O1CCC[CH2:30]1.C[Li]. Product: [C:15]([C:5]1[S:6][C:7]([C:8]2[CH:13]=[CH:12][N:11]=[C:10]([F:14])[CH:9]=2)=[C:3]([C:1]#[N:2])[C:4]=1[C:21]1[CH:26]=[CH:25][C:24]([Cl:27])=[CH:23][C:22]=1[Cl:28])(=[O:16])[CH3:30]. The catalyst class is: 27.